This data is from NCI-60 drug combinations with 297,098 pairs across 59 cell lines. The task is: Regression. Given two drug SMILES strings and cell line genomic features, predict the synergy score measuring deviation from expected non-interaction effect. (1) Drug 1: CC1=C2C(C(=O)C3(C(CC4C(C3C(C(C2(C)C)(CC1OC(=O)C(C(C5=CC=CC=C5)NC(=O)OC(C)(C)C)O)O)OC(=O)C6=CC=CC=C6)(CO4)OC(=O)C)O)C)O. Drug 2: CN(CCCl)CCCl.Cl. Cell line: SF-268. Synergy scores: CSS=3.94, Synergy_ZIP=-7.78, Synergy_Bliss=-5.99, Synergy_Loewe=-20.2, Synergy_HSA=-5.91. (2) Drug 1: CC1C(C(CC(O1)OC2CC(CC3=C2C(=C4C(=C3O)C(=O)C5=C(C4=O)C(=CC=C5)OC)O)(C(=O)C)O)N)O.Cl. Drug 2: CC=C1C(=O)NC(C(=O)OC2CC(=O)NC(C(=O)NC(CSSCCC=C2)C(=O)N1)C(C)C)C(C)C. Cell line: HCT116. Synergy scores: CSS=61.6, Synergy_ZIP=0.238, Synergy_Bliss=-1.77, Synergy_Loewe=-19.1, Synergy_HSA=-0.362. (3) Drug 1: C1C(C(OC1N2C=NC(=NC2=O)N)CO)O. Drug 2: C(CN)CNCCSP(=O)(O)O. Cell line: HS 578T. Synergy scores: CSS=-0.430, Synergy_ZIP=3.16, Synergy_Bliss=5.41, Synergy_Loewe=-4.64, Synergy_HSA=-2.24. (4) Drug 1: CCCCCOC(=O)NC1=NC(=O)N(C=C1F)C2C(C(C(O2)C)O)O. Drug 2: C#CCC(CC1=CN=C2C(=N1)C(=NC(=N2)N)N)C3=CC=C(C=C3)C(=O)NC(CCC(=O)O)C(=O)O. Cell line: MOLT-4. Synergy scores: CSS=62.4, Synergy_ZIP=3.12, Synergy_Bliss=0.285, Synergy_Loewe=-40.5, Synergy_HSA=-7.26. (5) Drug 1: CS(=O)(=O)C1=CC(=C(C=C1)C(=O)NC2=CC(=C(C=C2)Cl)C3=CC=CC=N3)Cl. Drug 2: C1CNP(=O)(OC1)N(CCCl)CCCl. Cell line: CCRF-CEM. Synergy scores: CSS=3.80, Synergy_ZIP=-0.0411, Synergy_Bliss=1.91, Synergy_Loewe=-6.87, Synergy_HSA=-1.36. (6) Drug 1: C(=O)(N)NO. Drug 2: C1CC(=O)NC(=O)C1N2C(=O)C3=CC=CC=C3C2=O. Cell line: COLO 205. Synergy scores: CSS=11.1, Synergy_ZIP=-7.49, Synergy_Bliss=0.988, Synergy_Loewe=-10.2, Synergy_HSA=0.795. (7) Drug 1: CCCCC(=O)OCC(=O)C1(CC(C2=C(C1)C(=C3C(=C2O)C(=O)C4=C(C3=O)C=CC=C4OC)O)OC5CC(C(C(O5)C)O)NC(=O)C(F)(F)F)O. Drug 2: C1C(C(OC1N2C=NC(=NC2=O)N)CO)O. Cell line: SW-620. Synergy scores: CSS=50.2, Synergy_ZIP=-5.94, Synergy_Bliss=-7.16, Synergy_Loewe=-4.75, Synergy_HSA=-3.86. (8) Drug 1: C1C(C(OC1N2C=C(C(=O)NC2=O)F)CO)O. Drug 2: CC1=C(C=C(C=C1)NC(=O)C2=CC=C(C=C2)CN3CCN(CC3)C)NC4=NC=CC(=N4)C5=CN=CC=C5. Cell line: MDA-MB-435. Synergy scores: CSS=4.66, Synergy_ZIP=-1.87, Synergy_Bliss=-1.03, Synergy_Loewe=-7.29, Synergy_HSA=-2.52.